From a dataset of NCI-60 drug combinations with 297,098 pairs across 59 cell lines. Regression. Given two drug SMILES strings and cell line genomic features, predict the synergy score measuring deviation from expected non-interaction effect. (1) Drug 1: C1C(C(OC1N2C=C(C(=O)NC2=O)F)CO)O. Drug 2: C1CNP(=O)(OC1)N(CCCl)CCCl. Cell line: OVCAR-5. Synergy scores: CSS=23.4, Synergy_ZIP=-0.330, Synergy_Bliss=-0.713, Synergy_Loewe=-23.8, Synergy_HSA=0.809. (2) Drug 1: C1CC(C1)(C(=O)O)C(=O)O.[NH2-].[NH2-].[Pt+2]. Drug 2: C1=NC2=C(N=C(N=C2N1C3C(C(C(O3)CO)O)F)Cl)N. Cell line: KM12. Synergy scores: CSS=5.17, Synergy_ZIP=-2.69, Synergy_Bliss=-2.68, Synergy_Loewe=-9.71, Synergy_HSA=-3.38. (3) Synergy scores: CSS=16.8, Synergy_ZIP=-2.30, Synergy_Bliss=3.87, Synergy_Loewe=-4.80, Synergy_HSA=5.26. Cell line: SF-295. Drug 1: CC(C1=C(C=CC(=C1Cl)F)Cl)OC2=C(N=CC(=C2)C3=CN(N=C3)C4CCNCC4)N. Drug 2: C1=CC(=CC=C1C#N)C(C2=CC=C(C=C2)C#N)N3C=NC=N3.